Predict the reactants needed to synthesize the given product. From a dataset of Full USPTO retrosynthesis dataset with 1.9M reactions from patents (1976-2016). (1) Given the product [C:17]([O:20][C:21]([NH:3][C@@:2]([CH3:1])([C:11]([OH:13])=[O:12])[CH2:4][C:5]1[CH:6]=[CH:7][CH:8]=[CH:9][CH:10]=1)=[O:22])([CH3:19])([CH3:18])[CH3:16], predict the reactants needed to synthesize it. The reactants are: [CH3:1][C@:2]([C:11]([OH:13])=[O:12])([CH2:4][C:5]1[CH:10]=[CH:9][CH:8]=[CH:7][CH:6]=1)[NH2:3].[OH-].[Na+].[CH3:16][C:17]([O:20][C:21](O[C:21]([O:20][C:17]([CH3:19])([CH3:18])[CH3:16])=[O:22])=[O:22])([CH3:19])[CH3:18].Cl. (2) Given the product [NH:8]1[CH2:13][CH2:12][CH:11]([NH:14][C:15]([C:17]2[C:21]3[CH:22]=[N:23][C:24]([NH2:38])=[C:25]([O:26][C@@H:27]([C:29]4[C:34]([Cl:35])=[CH:33][CH:32]=[C:31]([F:36])[C:30]=4[Cl:37])[CH3:28])[C:20]=3[O:19][CH:18]=2)=[O:16])[CH2:10][CH2:9]1, predict the reactants needed to synthesize it. The reactants are: C(OC([N:8]1[CH2:13][CH2:12][CH:11]([NH:14][C:15]([C:17]2[C:21]3[CH:22]=[N:23][C:24]([NH2:38])=[C:25]([O:26][C@@H:27]([C:29]4[C:34]([Cl:35])=[CH:33][CH:32]=[C:31]([F:36])[C:30]=4[Cl:37])[CH3:28])[C:20]=3[O:19][CH:18]=2)=[O:16])[CH2:10][CH2:9]1)=O)(C)(C)C.Cl. (3) Given the product [NH2:31][C:17]1[CH:16]=[C:15]([CH2:14][N:11]2[CH2:12][CH2:13][C@@H:9]([NH:8][C:6]([O:5][C:2]([CH3:4])([CH3:1])[CH3:3])=[O:7])[CH2:10]2)[C:25]([O:26][C:27]([F:30])([F:28])[F:29])=[CH:24][C:18]=1[C:19]([O:21][CH2:22][CH3:23])=[O:20], predict the reactants needed to synthesize it. The reactants are: [CH3:1][C:2]([O:5][C:6]([NH:8][C@@H:9]1[CH2:13][CH2:12][N:11]([CH2:14][C:15]2[C:25]([O:26][C:27]([F:30])([F:29])[F:28])=[CH:24][C:18]([C:19]([O:21][CH2:22][CH3:23])=[O:20])=[C:17]([N+:31]([O-])=O)[CH:16]=2)[CH2:10]1)=[O:7])([CH3:4])[CH3:3].C(SC1C=CC(N)=CC=1C)C. (4) Given the product [CH2:1]([O:8][C:9]1[CH:10]=[C:11]2[C:15](=[CH:16][CH:17]=1)[N:14]([Si:34]([CH:38]([CH3:40])[CH3:39])([CH:35]([CH3:37])[CH3:36])[CH:31]([CH3:33])[CH3:32])[CH:13]=[C:12]2[CH2:18][CH2:19][N:20]1[C:21](=[O:30])[C:22]2[C:27](=[CH:26][CH:25]=[CH:24][CH:23]=2)[C:28]1=[O:29])[C:2]1[CH:3]=[CH:4][CH:5]=[CH:6][CH:7]=1, predict the reactants needed to synthesize it. The reactants are: [CH2:1]([O:8][C:9]1[CH:10]=[C:11]2[C:15](=[CH:16][CH:17]=1)[NH:14][CH:13]=[C:12]2[CH2:18][CH2:19][N:20]1[C:28](=[O:29])[C:27]2[C:22](=[CH:23][CH:24]=[CH:25][CH:26]=2)[C:21]1=[O:30])[C:2]1[CH:7]=[CH:6][CH:5]=[CH:4][CH:3]=1.[CH:31]([Si:34](OS(C(F)(F)F)(=O)=O)([CH:38]([CH3:40])[CH3:39])[CH:35]([CH3:37])[CH3:36])([CH3:33])[CH3:32].C([O-])(O)=O.[Na+].